Dataset: Forward reaction prediction with 1.9M reactions from USPTO patents (1976-2016). Task: Predict the product of the given reaction. (1) Given the reactants O=[C:2]1[CH2:7][CH2:6][N:5]([C:8]2[CH:21]=[CH:20][C:11]([CH:12]=[C:13]3[NH:17][C:16](=[O:18])[NH:15][C:14]3=[O:19])=[CH:10][CH:9]=2)[CH2:4][CH2:3]1.[NH2:22][CH2:23][CH:24]([C:26]1[CH:27]=[CH:28][C:29]([OH:37])=[C:30]([NH:32][S:33]([CH3:36])(=[O:35])=[O:34])[CH:31]=1)[OH:25], predict the reaction product. The product is: [O:18]=[C:16]1[NH:17][C:13](=[CH:12][C:11]2[CH:20]=[CH:21][C:8]([N:5]3[CH2:6][CH2:7][CH:2]([NH:22][CH2:23][CH:24]([C:26]4[CH:27]=[CH:28][C:29]([OH:37])=[C:30]([NH:32][S:33]([CH3:36])(=[O:35])=[O:34])[CH:31]=4)[OH:25])[CH2:3][CH2:4]3)=[CH:9][CH:10]=2)[C:14](=[O:19])[NH:15]1. (2) Given the reactants [CH2:1]([O:8][C:9]1[C:18]2[C:13](=[CH:14][CH:15]=[CH:16][CH:17]=2)[N:12]=[C:11]([CH2:19][O:20][C:21]2[N:26]=[CH:25][C:24](Br)=[CH:23][N:22]=2)[C:10]=1[CH3:28])[C:2]1[CH:7]=[CH:6][CH:5]=[CH:4][CH:3]=1.CN([CH:32]=[O:33])C.[CH3:34][OH:35].C(N(CC)CC)C, predict the reaction product. The product is: [CH2:1]([O:8][C:9]1[C:18]2[C:13](=[CH:14][CH:15]=[CH:16][CH:17]=2)[N:12]=[C:11]([CH2:19][O:20][C:21]2[N:26]=[CH:25][C:24]([C:34]([O:33][CH3:32])=[O:35])=[CH:23][N:22]=2)[C:10]=1[CH3:28])[C:2]1[CH:7]=[CH:6][CH:5]=[CH:4][CH:3]=1. (3) Given the reactants [Br:1][CH2:2][CH2:3][CH2:4][O:5][C:6]1[CH:11]=[C:10]([O:12][CH3:13])[CH:9]=[CH:8][C:7]=1[NH2:14].C(N(CC)CC)C.[C:22](Cl)(=[O:24])[CH3:23], predict the reaction product. The product is: [Br:1][CH2:2][CH2:3][CH2:4][O:5][C:6]1[CH:11]=[C:10]([O:12][CH3:13])[CH:9]=[CH:8][C:7]=1[NH:14][C:22](=[O:24])[CH3:23].